From a dataset of Forward reaction prediction with 1.9M reactions from USPTO patents (1976-2016). Predict the product of the given reaction. (1) Given the reactants [Si:1]([O:8][C@@H:9]1[C@H:13]([OH:14])[C@@H:12]([CH2:15][O:16][C:17]([C:34]2[CH:39]=[CH:38][CH:37]=[CH:36][CH:35]=2)([C:26]2[CH:31]=[CH:30][C:29]([O:32][CH3:33])=[CH:28][CH:27]=2)[C:18]2[CH:23]=[CH:22][C:21]([O:24][CH3:25])=[CH:20][CH:19]=2)[O:11][C@H:10]1[N:40]1[C:54]2[N:53]=[C:47]([N:48]=[CH:49][N:50]([CH3:52])[CH3:51])[NH:46][C:44](=[O:45])[C:43]=2[N:42]=[CH:41]1)([C:4]([CH3:7])([CH3:6])[CH3:5])([CH3:3])[CH3:2].[N:55]1C(C)=C[C:58](C)=[CH:57][C:56]=1C.CN1C=CN=C1.[CH:70]([N:73]([CH:81]([CH3:83])[CH3:82])[P:74](Cl)[O:75]CCC#N)([CH3:72])[CH3:71], predict the reaction product. The product is: [C:56]([CH2:57][CH2:58][PH:74]([O:14][C@@H:13]1[C@@H:12]([CH2:15][O:16][C:17]([C:34]2[CH:39]=[CH:38][CH:37]=[CH:36][CH:35]=2)([C:18]2[CH:19]=[CH:20][C:21]([O:24][CH3:25])=[CH:22][CH:23]=2)[C:26]2[CH:27]=[CH:28][C:29]([O:32][CH3:33])=[CH:30][CH:31]=2)[O:11][C@@H:10]([N:40]2[C:54]3[N:53]=[C:47]([N:48]=[CH:49][N:50]([CH3:51])[CH3:52])[NH:46][C:44](=[O:45])[C:43]=3[N:42]=[CH:41]2)[C@@H:9]1[O:8][Si:1]([C:4]([CH3:6])([CH3:7])[CH3:5])([CH3:3])[CH3:2])([N:73]([CH:70]([CH3:71])[CH3:72])[CH:81]([CH3:82])[CH3:83])[OH:75])#[N:55]. (2) Given the reactants [Cl:1][C:2]1[CH:7]=[CH:6][C:5]([C:8]2[C:14]3[C:15](F)=[N:16][CH:17]=[CH:18][C:13]=3[C:12]3[C:20]([CH3:23])=[N:21][O:22][C:11]=3[CH2:10][N:9]=2)=[CH:4][CH:3]=1.[OH-].[NH4+:25], predict the reaction product. The product is: [Cl:1][C:2]1[CH:7]=[CH:6][C:5]([C:8]2[C:14]3[C:15]([NH2:25])=[N:16][CH:17]=[CH:18][C:13]=3[C:12]3[C:20]([CH3:23])=[N:21][O:22][C:11]=3[CH2:10][N:9]=2)=[CH:4][CH:3]=1. (3) Given the reactants [NH2:1][C:2]1[C:11]2[N:12]=[C:13]([CH2:23][CH2:24][CH2:25][CH3:26])[N:14]([CH2:15][CH2:16][CH2:17][NH:18][CH2:19][CH2:20][CH2:21][OH:22])[C:10]=2[C:9]2[CH:8]=[CH:7][CH:6]=[CH:5][C:4]=2[N:3]=1.Br[CH2:28][C:29]1[CH:30]=[C:31]([CH2:35][C:36]([O:38][CH3:39])=[O:37])[CH:32]=[CH:33][CH:34]=1.C(=O)([O-])[O-].[K+].[K+], predict the reaction product. The product is: [NH2:1][C:2]1[C:11]2[N:12]=[C:13]([CH2:23][CH2:24][CH2:25][CH3:26])[N:14]([CH2:15][CH2:16][CH2:17][N:18]([CH2:28][C:29]3[CH:30]=[C:31]([CH2:35][C:36]([O:38][CH3:39])=[O:37])[CH:32]=[CH:33][CH:34]=3)[CH2:19][CH2:20][CH2:21][OH:22])[C:10]=2[C:9]2[CH:8]=[CH:7][CH:6]=[CH:5][C:4]=2[N:3]=1. (4) Given the reactants [CH2:1]([C:4]1([S:7]([NH:10][C:11]([C@@:13]2([NH:18]C(=O)OC(C)(C)C)[CH2:15][C@H:14]2[CH:16]=[CH2:17])=[O:12])(=[O:9])=[O:8])[CH2:6][CH2:5]1)[CH2:2][CH3:3].Cl, predict the reaction product. The product is: [NH2:18][C@:13]1([C:11]([NH:10][S:7]([C:4]2([CH2:1][CH2:2][CH3:3])[CH2:6][CH2:5]2)(=[O:9])=[O:8])=[O:12])[CH2:15][C@H:14]1[CH:16]=[CH2:17]. (5) Given the reactants CO[C:3](=[O:15])[C:4]([CH3:14])([NH:6][CH2:7][C:8]1[CH:13]=[CH:12][N:11]=[CH:10][CH:9]=1)[CH3:5].[C:16]([N:23]1[CH:27]=[CH:26]N=C1)(N1C=CN=C1)=[O:17].NC1[CH:38]=[C:37]2[C:32]([C:33]([C:40]([F:43])([F:42])[F:41])=[CH:34][C:35](=[O:39])[O:36]2)=[CH:31]C=1.CN([CH:47]=[O:48])C, predict the reaction product. The product is: [F:41][C:40]([F:43])([F:42])[C:47]([OH:48])=[O:17].[CH3:14][C:4]1([CH3:5])[N:6]([CH2:7][C:8]2[CH:9]=[CH:10][N:11]=[CH:12][CH:13]=2)[C:16](=[O:17])[N:23]([C:27]2[CH:26]=[CH:31][C:32]3[C:33]([C:40]([F:43])([F:41])[F:42])=[CH:34][C:35](=[O:39])[O:36][C:37]=3[CH:38]=2)[C:3]1=[O:15].